This data is from Aqueous solubility values for 9,982 compounds from the AqSolDB database. The task is: Regression/Classification. Given a drug SMILES string, predict its absorption, distribution, metabolism, or excretion properties. Task type varies by dataset: regression for continuous measurements (e.g., permeability, clearance, half-life) or binary classification for categorical outcomes (e.g., BBB penetration, CYP inhibition). For this dataset (solubility_aqsoldb), we predict Y. (1) The drug is CCCCCCCC/C=C/CCCCCCCC(=O)OCC(CO)(CO)COC(=O)CCCCCCC/C=C/CCCCCCCC. The Y is -7.12 log mol/L. (2) The compound is CC1(N)CN(c2c(F)c(N)c3c(=O)c(C(=O)O)cn(C4CC4)c3c2F)C1. The Y is -4.38 log mol/L. (3) The drug is CCC(CCC(=O)O)C(C)=O. The Y is -0.451 log mol/L. (4) The compound is CC(CN/C=C1/C=CC=CC1=O)N/C=C1/C=CC=CC1=O. The Y is -3.17 log mol/L. (5) The drug is Oc1ccc(Cl)cc1. The Y is -0.688 log mol/L. (6) The molecule is COc1cc(C2c3cc4c(cc3C(OC3OC5COC(C)OC5C(O)C3O)C3COC(=O)C23)OCO4)cc(OC)c1O. The Y is -3.47 log mol/L. (7) The drug is CC(=O)OCCC(C)CC(C)(C)C. The Y is -3.99 log mol/L. (8) The compound is C=CC(=O)NCNC(=O)C=C. The Y is -0.655 log mol/L.